Dataset: Full USPTO retrosynthesis dataset with 1.9M reactions from patents (1976-2016). Task: Predict the reactants needed to synthesize the given product. Given the product [CH3:22][CH:21]([C:18]1[N:17]=[C:16]([N:13]2[CH2:14][CH2:15][CH:10]([CH2:9][O:8][C:5]3[CH:6]=[CH:7][C:2]([C:31]4[CH:32]=[CH:33][C:28]([S:25]([CH3:24])(=[O:27])=[O:26])=[CH:29][CH:30]=4)=[N:3][CH:4]=3)[CH2:11][CH2:12]2)[O:20][N:19]=1)[CH3:23], predict the reactants needed to synthesize it. The reactants are: Br[C:2]1[CH:7]=[CH:6][C:5]([O:8][CH2:9][CH:10]2[CH2:15][CH2:14][N:13]([C:16]3[O:20][N:19]=[C:18]([CH:21]([CH3:23])[CH3:22])[N:17]=3)[CH2:12][CH2:11]2)=[CH:4][N:3]=1.[CH3:24][S:25]([C:28]1[CH:33]=[CH:32][C:31](B(O)O)=[CH:30][CH:29]=1)(=[O:27])=[O:26].C([O-])([O-])=O.[Na+].[Na+].